This data is from Reaction yield outcomes from USPTO patents with 853,638 reactions. The task is: Predict the reaction yield, written as a fraction of the theoretical maximum amount of product (1.0 means a 100% yield; for example, 0.34 means a 34% yield). (1) The reactants are [CH2:1]([N:8]1[C:13](=[O:14])[CH2:12][NH:11][C:10]2[N:15]=[CH:16][C:17](I)=[CH:18][C:9]1=2)[C:2]1[CH:7]=[CH:6][CH:5]=[CH:4][CH:3]=1.[CH3:20][S:21]([C:24]1[CH:29]=[CH:28][C:27](B(O)O)=[CH:26][CH:25]=1)(=[O:23])=[O:22]. No catalyst specified. The product is [CH2:1]([N:8]1[C:13](=[O:14])[CH2:12][NH:11][C:10]2[N:15]=[CH:16][C:17]([C:27]3[CH:28]=[CH:29][C:24]([S:21]([CH3:20])(=[O:23])=[O:22])=[CH:25][CH:26]=3)=[CH:18][C:9]1=2)[C:2]1[CH:7]=[CH:6][CH:5]=[CH:4][CH:3]=1. The yield is 0.430. (2) The reactants are [BH4-].[Na+].[Cl:3][CH2:4][C:5]([C:7]1[S:8][C:9]([CH3:12])=[CH:10][N:11]=1)=[O:6]. The catalyst is CO.C1COCC1. The product is [Cl:3][CH2:4][CH:5]([C:7]1[S:8][C:9]([CH3:12])=[CH:10][N:11]=1)[OH:6]. The yield is 0.840. (3) The reactants are [NH2:1][C:2]1[N:6]=[CH:5][N:4]([C:7]2[CH:14]=[CH:13][C:12](/[CH:15]=[CH:16]/[CH:17]([C:22]3[CH:27]=[C:26]([Cl:28])[C:25]([Cl:29])=[C:24]([Cl:30])[CH:23]=3)[C:18]([F:21])([F:20])[F:19])=[CH:11][C:8]=2[C:9]#[N:10])[N:3]=1.[CH:31]1([C:34](Cl)=[O:35])[CH2:33][CH2:32]1. The catalyst is C(Cl)Cl. The product is [C:9]([C:8]1[CH:11]=[C:12](/[CH:15]=[CH:16]/[CH:17]([C:22]2[CH:23]=[C:24]([Cl:30])[C:25]([Cl:29])=[C:26]([Cl:28])[CH:27]=2)[C:18]([F:19])([F:20])[F:21])[CH:13]=[CH:14][C:7]=1[N:4]1[CH:5]=[N:6][C:2]([N:1]([C:34]([CH:31]2[CH2:33][CH2:32]2)=[O:35])[C:34]([CH:31]2[CH2:33][CH2:32]2)=[O:35])=[N:3]1)#[N:10]. The yield is 0.790. (4) The reactants are Br[C:2]1[C:3]([F:23])=[C:4]2[C:12](=[C:13]([C:15](=[O:17])[NH2:16])[CH:14]=1)[NH:11][C:10]1[CH:9]=[C:8]([C:18]([O:20][CH2:21][CH3:22])=[O:19])[CH:7]=[CH:6][C:5]2=1.[CH3:24][C:25]1[C:29](B2OC(C)(C)C(C)(C)O2)=[C:28]([CH3:39])[O:27][N:26]=1.P([O-])([O-])([O-])=O.[K+].[K+].[K+]. The catalyst is C1C=CC(P(C2C=CC=CC=2)[C-]2C=CC=C2)=CC=1.C1C=CC(P(C2C=CC=CC=2)[C-]2C=CC=C2)=CC=1.Cl[Pd]Cl.[Fe+2].C1COCC1. The product is [C:15]([C:13]1[CH:14]=[C:2]([C:29]2[C:25]([CH3:24])=[N:26][O:27][C:28]=2[CH3:39])[C:3]([F:23])=[C:4]2[C:12]=1[NH:11][C:10]1[CH:9]=[C:8]([C:18]([O:20][CH2:21][CH3:22])=[O:19])[CH:7]=[CH:6][C:5]2=1)(=[O:17])[NH2:16]. The yield is 0.850. (5) The reactants are Cl[C:2]1[N:7]=[C:6]([O:8][CH:9]2[CH2:13][CH2:12][O:11][CH2:10]2)[C:5]([F:14])=[CH:4][N:3]=1.[NH2:15][C:16]1[CH:17]=[C:18]([C:23]2[S:27][C:26]([N:28]3[CH2:34][CH2:33][CH2:32][NH:31][C:30](=[O:35])[CH2:29]3)=[N:25][CH:24]=2)[CH:19]=[C:20]([CH3:22])[CH:21]=1.CC(C1C=C(C(C)C)C(C2C=CC=CC=2P(C2CCCCC2)C2CCCCC2)=C(C(C)C)C=1)C.C(=O)([O-])[O-].[K+].[K+]. The catalyst is C1C=CC(/C=C/C(/C=C/C2C=CC=CC=2)=O)=CC=1.C1C=CC(/C=C/C(/C=C/C2C=CC=CC=2)=O)=CC=1.C1C=CC(/C=C/C(/C=C/C2C=CC=CC=2)=O)=CC=1.[Pd].[Pd]. The product is [F:14][C:5]1[C:6]([O:8][CH:9]2[CH2:13][CH2:12][O:11][CH2:10]2)=[N:7][C:2]([NH:15][C:16]2[CH:17]=[C:18]([C:23]3[S:27][C:26]([N:28]4[CH2:34][CH2:33][CH2:32][NH:31][C:30](=[O:35])[CH2:29]4)=[N:25][CH:24]=3)[CH:19]=[C:20]([CH3:22])[CH:21]=2)=[N:3][CH:4]=1. The yield is 0.700.